This data is from Full USPTO retrosynthesis dataset with 1.9M reactions from patents (1976-2016). The task is: Predict the reactants needed to synthesize the given product. (1) Given the product [CH2:1]([O:8][C:9]1[CH:10]=[C:11]2[C:16](=[CH:17][C:18]=1[O:19][CH3:20])[CH:15](/[CH:21]=[CH:53]/[C:49]1[CH:48]=[C:47]3[C:52](=[CH:51][CH:50]=1)[O:43][CH2:44][CH2:45][CH2:46]3)[NH:14][CH2:13][CH2:12]2)[C:2]1[CH:7]=[CH:6][CH:5]=[CH:4][CH:3]=1, predict the reactants needed to synthesize it. The reactants are: [CH2:1]([O:8][C:9]1[CH:10]=[C:11]2[C:16](=[CH:17][C:18]=1[O:19][CH3:20])[CH:15]([CH2:21]S(C1N(C3C=CC=CC=3)N=NN=1)(=O)=O)[N:14](C(OC(C)(C)C)=O)[CH2:13][CH2:12]2)[C:2]1[CH:7]=[CH:6][CH:5]=[CH:4][CH:3]=1.[O:43]1[C:52]2[C:47](=[CH:48][C:49]([CH:53]=O)=[CH:50][CH:51]=2)[CH2:46][CH2:45][CH2:44]1.C[Si]([N-][Si](C)(C)C)(C)C.[Li+]. (2) Given the product [BrH:29].[O:28]=[C:13]1[N:14]2[CH2:19][CH2:18][NH:17][CH2:16][CH:15]2[CH2:27][N:12]1[C:7]1[CH:8]=[CH:9][CH:10]=[CH:11][C:6]=1[C:4]([O:3][CH2:1][CH3:2])=[O:5], predict the reactants needed to synthesize it. The reactants are: [CH2:1]([O:3][C:4]([C:6]1[CH:11]=[CH:10][CH:9]=[CH:8][C:7]=1[N:12]1[CH2:27][CH:15]2[CH2:16][N:17](C(OC(C)(C)C)=O)[CH2:18][CH2:19][N:14]2[C:13]1=[O:28])=[O:5])[CH3:2].[BrH:29].C(O)C. (3) Given the product [C:6]([O:5][C:3](=[O:4])[CH2:2][N:21]1[C:20](=[O:22])[N:19]([CH2:23][C:24](=[O:25])[NH:26][CH2:27][C:28]2[CH:33]=[CH:32][CH:31]=[C:30]([C:34]([F:37])([F:36])[F:35])[CH:29]=2)[N:18]=[C:17]1[C:14]1[CH:13]=[CH:12][C:11]([Cl:10])=[CH:16][CH:15]=1)([CH3:9])([CH3:8])[CH3:7], predict the reactants needed to synthesize it. The reactants are: Br[CH2:2][C:3]([O:5][C:6]([CH3:9])([CH3:8])[CH3:7])=[O:4].[Cl:10][C:11]1[CH:16]=[CH:15][C:14]([C:17]2[NH:21][C:20](=[O:22])[N:19]([CH2:23][C:24]([NH:26][CH2:27][C:28]3[CH:33]=[CH:32][CH:31]=[C:30]([C:34]([F:37])([F:36])[F:35])[CH:29]=3)=[O:25])[N:18]=2)=[CH:13][CH:12]=1.C(=O)([O-])[O-].[Cs+].[Cs+]. (4) Given the product [NH2:9][C:5]1[N:6]=[C:7]([Cl:8])[C:2]([C:15]2[CH:16]=[CH:17][C:12]([C:10]#[N:11])=[CH:13][CH:14]=2)=[CH:3][CH:4]=1, predict the reactants needed to synthesize it. The reactants are: Br[C:2]1[CH:3]=[CH:4][C:5]([NH2:9])=[N:6][C:7]=1[Cl:8].[C:10]([C:12]1[CH:17]=[CH:16][C:15](B(O)O)=[CH:14][CH:13]=1)#[N:11].ClCCl.C(=O)([O-])[O-].[K+].[K+].